This data is from Reaction yield outcomes from USPTO patents with 853,638 reactions. The task is: Predict the reaction yield, written as a fraction of the theoretical maximum amount of product (1.0 means a 100% yield; for example, 0.34 means a 34% yield). (1) The reactants are [CH2:1]1[O:11][C:4]2([CH2:9][CH2:8][C:7](=O)[CH2:6][CH2:5]2)[O:3][CH2:2]1.[NH:12]1[CH2:17][CH2:16][O:15][CH2:14][CH2:13]1. The catalyst is C1(C)C=CC=CC=1.O.CC1C=CC(S(O)(=O)=O)=CC=1. The product is [O:3]1[C:4]2([CH2:9][CH2:8][C:7]([N:12]3[CH2:17][CH2:16][O:15][CH2:14][CH2:13]3)=[CH:6][CH2:5]2)[O:11][CH2:1][CH2:2]1. The yield is 0.870. (2) The reactants are [NH2:1][CH2:2][CH2:3][NH:4][C:5](=[O:27])[CH2:6][CH2:7]/[CH:8]=[CH:9]\[CH2:10]/[CH:11]=[CH:12]\[CH2:13]/[CH:14]=[CH:15]\[CH2:16]/[CH:17]=[CH:18]\[CH2:19]/[CH:20]=[CH:21]\[CH2:22]/[CH:23]=[CH:24]\[CH2:25][CH3:26].C1C=CC2N(O)N=NC=2C=1.C(Cl)CCl.[C:42]([NH:45][C@@H:46]1[C@@H:51]([NH:52][C:53]([O:55][C:56]([CH3:59])([CH3:58])[CH3:57])=[O:54])[CH2:50][C:49]([C:60](O)=[O:61])=[CH:48][C@H:47]1[O:63][CH:64]([CH2:67][CH3:68])[CH2:65][CH3:66])(=[O:44])[CH3:43].CCN(CC)CC. The catalyst is C(Cl)Cl. The product is [C:42]([NH:45][C@@H:46]1[C@@H:51]([NH:52][C:53](=[O:54])[O:55][C:56]([CH3:57])([CH3:58])[CH3:59])[CH2:50][C:49]([C:60](=[O:61])[NH:1][CH2:2][CH2:3][NH:4][C:5](=[O:27])[CH2:6][CH2:7]/[CH:8]=[CH:9]\[CH2:10]/[CH:11]=[CH:12]\[CH2:13]/[CH:14]=[CH:15]\[CH2:16]/[CH:17]=[CH:18]\[CH2:19]/[CH:20]=[CH:21]\[CH2:22]/[CH:23]=[CH:24]\[CH2:25][CH3:26])=[CH:48][C@H:47]1[O:63][CH:64]([CH2:67][CH3:68])[CH2:65][CH3:66])(=[O:44])[CH3:43]. The yield is 0.280. (3) The reactants are [CH2:1]([O:8][C:9]1[CH:18]=[C:17]2[C:12]([CH:13]=[C:14]([C:19]([OH:21])=O)[N:15]=[CH:16]2)=[CH:11][CH:10]=1)[C:2]1[CH:7]=[CH:6][CH:5]=[CH:4][CH:3]=1.CN(C(ON1N=NC2C=CC=CC1=2)=[N+](C)C)C.F[P-](F)(F)(F)(F)F.[CH3:46][O:47][C:48]([C:50]1[C:58]2[N:57]=[C:56]([NH2:59])[NH:55][C:54]=2[CH:53]=[CH:52][CH:51]=1)=[O:49]. The catalyst is CN(C=O)C.CCN(C(C)C)C(C)C. The product is [CH3:46][O:47][C:48]([C:50]1[C:58]2[N:57]=[C:56]([NH:59][C:19]([C:14]3[N:15]=[CH:16][C:17]4[C:12]([CH:13]=3)=[CH:11][CH:10]=[C:9]([O:8][CH2:1][C:2]3[CH:3]=[CH:4][CH:5]=[CH:6][CH:7]=3)[CH:18]=4)=[O:21])[NH:55][C:54]=2[CH:53]=[CH:52][CH:51]=1)=[O:49]. The yield is 0.880. (4) The reactants are [NH2:1][C:2]1([C:8]([OH:10])=[O:9])[CH2:7][CH2:6][CH2:5][CH2:4][CH2:3]1.[OH-].[Na+].[O:13]1[CH:17]=[CH:16][CH:15]=[C:14]1[C:18](Cl)=[O:19].C(OCC)(=O)C. The catalyst is O. The product is [O:13]1[CH:17]=[CH:16][CH:15]=[C:14]1[C:18]([NH:1][C:2]1([C:8]([OH:10])=[O:9])[CH2:7][CH2:6][CH2:5][CH2:4][CH2:3]1)=[O:19]. The yield is 0.950. (5) The reactants are Br[CH2:2][C:3]1[CH:12]=[CH:11][CH:10]=[C:9]([Cl:13])[C:4]=1[C:5]([O:7][CH3:8])=[O:6].[CH2:14]([NH:16][CH2:17][CH3:18])[CH3:15].C(=O)([O-])[O-].[K+].[K+]. The catalyst is CC(C)=O. The product is [Cl:13][C:9]1[CH:10]=[CH:11][CH:12]=[C:3]([CH2:2][N:16]([CH2:17][CH3:18])[CH2:14][CH3:15])[C:4]=1[C:5]([O:7][CH3:8])=[O:6]. The yield is 0.990. (6) The reactants are [Cl:1][C:2]1[CH:3]=[C:4]([C:9](=[O:11])[CH3:10])[CH:5]=[C:6]([Cl:8])[CH:7]=1.[N:12]1([C:17]2[CH:24]=[CH:23][C:20]([CH:21]=O)=[CH:19][CH:18]=2)[CH:16]=[N:15][CH:14]=[N:13]1.[OH-].[Na+]. The catalyst is C(O)C.O. The product is [N:12]1([C:17]2[CH:24]=[CH:23][C:20](/[CH:21]=[CH:10]/[C:9]([C:4]3[CH:3]=[C:2]([Cl:1])[CH:7]=[C:6]([Cl:8])[CH:5]=3)=[O:11])=[CH:19][CH:18]=2)[CH:16]=[N:15][CH:14]=[N:13]1. The yield is 0.170. (7) The reactants are [Cl:1][C:2]1[C:6]([CH2:7][CH3:8])=[C:5]([C:9]2[CH:10]=[C:11]([C:14]([OH:16])=O)[S:12][CH:13]=2)[N:4]([CH3:17])[N:3]=1.[NH2:18][C@@H:19]([CH2:32][C:33]1[CH:38]=[CH:37][CH:36]=[CH:35][C:34]=1[C:39]([F:42])([F:41])[F:40])[CH2:20][N:21]1[C:29](=[O:30])[C:28]2[C:23](=[CH:24][CH:25]=[CH:26][CH:27]=2)[C:22]1=[O:31].CCN(C(C)C)C(C)C.F[P-](F)(F)(F)(F)F.Br[P+](N1CCCC1)(N1CCCC1)N1CCCC1. The catalyst is ClCCl. The product is [Cl:1][C:2]1[C:6]([CH2:7][CH3:8])=[C:5]([C:9]2[CH:10]=[C:11]([C:14]([NH:18][C@@H:19]([CH2:32][C:33]3[CH:38]=[CH:37][CH:36]=[CH:35][C:34]=3[C:39]([F:42])([F:40])[F:41])[CH2:20][N:21]3[C:29](=[O:30])[C:28]4[C:23](=[CH:24][CH:25]=[CH:26][CH:27]=4)[C:22]3=[O:31])=[O:16])[S:12][CH:13]=2)[N:4]([CH3:17])[N:3]=1. The yield is 0.680.